Dataset: Full USPTO retrosynthesis dataset with 1.9M reactions from patents (1976-2016). Task: Predict the reactants needed to synthesize the given product. (1) Given the product [NH2:11][C:10]1[S:15][CH:16]=[C:17]([CH3:21])[C:9]=1[C:8]([C:5]1[CH:4]=[CH:3][C:2]([Cl:1])=[CH:7][CH:6]=1)=[O:12], predict the reactants needed to synthesize it. The reactants are: [Cl:1][C:2]1[CH:7]=[CH:6][C:5]([C:8](=[O:12])[CH2:9][C:10]#[N:11])=[CH:4][CH:3]=1.[CH3:21][C:17]1(O)[CH2:16][S:15][C:17]([CH3:21])(O)[CH2:16][S:15]1. (2) Given the product [F:19][C:20]1[CH:21]=[CH:22][C:23]([NH:26][C:27]([C:29]2([C:32]([NH:18][C:4]3[CH:5]=[CH:6][C:7]([O:8][C:9]4[C:10]5[CH:17]=[CH:16][NH:15][C:11]=5[N:12]=[CH:13][N:14]=4)=[C:2]([F:1])[CH:3]=3)=[O:33])[CH2:31][CH2:30]2)=[O:28])=[CH:24][CH:25]=1, predict the reactants needed to synthesize it. The reactants are: [F:1][C:2]1[CH:3]=[C:4]([NH2:18])[CH:5]=[CH:6][C:7]=1[O:8][C:9]1[C:10]2[CH:17]=[CH:16][NH:15][C:11]=2[N:12]=[CH:13][N:14]=1.[F:19][C:20]1[CH:25]=[CH:24][C:23]([NH:26][C:27]([C:29]2([C:32](O)=[O:33])[CH2:31][CH2:30]2)=[O:28])=[CH:22][CH:21]=1.CN(C(ON1N=NC2C=CC=NC1=2)=[N+](C)C)C.F[P-](F)(F)(F)(F)F.C(N(CC)CC)C. (3) Given the product [CH2:24]([N:31]1[CH:40]=[C:39]([C:41]([NH:43][CH2:44][CH2:45][N:46]([CH3:47])[CH3:48])=[O:42])[C:38]2[C:33](=[CH:34][CH:35]=[C:36]([C:10]3[CH:11]=[C:6]([C:5](=[O:23])[NH:4][CH:1]4[CH2:2][CH2:3]4)[CH:7]=[C:8]([F:22])[C:9]=3[CH3:21])[CH:37]=2)[C:32]1=[O:50])[C:25]1[CH:26]=[CH:27][CH:28]=[CH:29][CH:30]=1, predict the reactants needed to synthesize it. The reactants are: [CH:1]1([NH:4][C:5](=[O:23])[C:6]2[CH:11]=[C:10](B3OC(C)(C)C(C)(C)O3)[C:9]([CH3:21])=[C:8]([F:22])[CH:7]=2)[CH2:3][CH2:2]1.[CH2:24]([N:31]1[CH:40]=[C:39]([C:41]([NH:43][CH2:44][CH2:45][N:46]([CH3:48])[CH3:47])=[O:42])[C:38]2[C:33](=[CH:34][CH:35]=[C:36](Br)[CH:37]=2)[C:32]1=[O:50])[C:25]1[CH:30]=[CH:29][CH:28]=[CH:27][CH:26]=1.C(=O)([O-])[O-].[K+].[K+]. (4) Given the product [O:31]=[S:2]1(=[O:1])[CH2:3][CH:4]=[C:5]([C:8]2[C:13]([F:14])=[CH:12][C:11]([N:15]3[CH2:19][C@H:18]([CH2:20][N:21]4[CH:25]=[C:24]([CH:26]=[CH2:27])[N:23]=[N:22]4)[O:17][C:16]3=[O:29])=[CH:10][C:9]=2[F:30])[CH2:6][CH2:7]1, predict the reactants needed to synthesize it. The reactants are: [O:1]=[S:2]1(=[O:31])[CH2:7][CH:6]=[C:5]([C:8]2[C:13]([F:14])=[CH:12][C:11]([N:15]3[CH2:19][C@H:18]([CH2:20][N:21]4[CH:25]=[C:24]([CH2:26][CH2:27]O)[N:23]=[N:22]4)[O:17][C:16]3=[O:29])=[CH:10][C:9]=2[F:30])[CH2:4][CH2:3]1.S(Cl)(Cl)=O.N12CCCN=C1CCCCC2. (5) Given the product [NH2:10][C:11]1[N:15]([CH3:16])[C:14](=[O:17])[C@:13]([C:28]2[CH:33]=[CH:32][CH:31]=[C:30]([Br:34])[CH:29]=2)([C:18]2[CH:23]=[CH:22][C:21]([O:24][CH:25]([F:27])[F:26])=[CH:20][CH:19]=2)[N:12]=1, predict the reactants needed to synthesize it. The reactants are: BrC1C=CC=C(C#C)C=1.[NH2:10][C:11]1[N:15]([CH3:16])[C:14](=[O:17])[C:13]([C:28]2[CH:33]=[CH:32][CH:31]=[C:30]([Br:34])[CH:29]=2)([C:18]2[CH:23]=[CH:22][C:21]([O:24][CH:25]([F:27])[F:26])=[CH:20][CH:19]=2)[N:12]=1. (6) Given the product [C:1]1([NH:7][C:8]([C:10]2[C:18]3[C:17]4[CH:19]=[C:20]([NH2:23])[CH:21]=[CH:22][C:16]=4[O:15][C:14]=3[C:13]([O:26][CH3:27])=[CH:12][CH:11]=2)=[O:9])[CH:6]=[CH:5][CH:4]=[CH:3][CH:2]=1, predict the reactants needed to synthesize it. The reactants are: [C:1]1([NH:7][C:8]([C:10]2[C:18]3[C:17]4[CH:19]=[C:20]([N+:23]([O-])=O)[CH:21]=[CH:22][C:16]=4[O:15][C:14]=3[C:13]([O:26][CH3:27])=[CH:12][CH:11]=2)=[O:9])[CH:6]=[CH:5][CH:4]=[CH:3][CH:2]=1.O.NN. (7) Given the product [NH3:4].[C:33]([O:32][C:30](=[O:31])[N:11]([C:5]1[C:6]2[N:7]([CH:8]=[CH:9][N:10]=2)[C:2]([Br:1])=[CH:3][N:4]=1)[C:12]1[CH:13]=[CH:14][C:15]([N:24]2[CH2:25][CH2:26][O:27][CH2:28][CH2:29]2)=[C:16]([CH2:17][N:38]([CH3:39])[CH3:37])[CH:23]=1)([CH3:35])([CH3:34])[CH3:36], predict the reactants needed to synthesize it. The reactants are: [Br:1][C:2]1[N:7]2[CH:8]=[CH:9][N:10]=[C:6]2[C:5]([N:11]([C:30]([O:32][C:33]([CH3:36])([CH3:35])[CH3:34])=[O:31])[C:12]2[CH:13]=[CH:14][C:15]([N:24]3[CH2:29][CH2:28][O:27][CH2:26][CH2:25]3)=[C:16]([CH:23]=2)[CH2:17]OS(C)(=O)=O)=[N:4][CH:3]=1.[CH3:37][NH:38][CH3:39].C([O-])([O-])=O.[K+].[K+]. (8) Given the product [Cl:1][CH:2]([CH:8]([OH:12])[CH2:9][CH2:10][CH3:11])[C:3]([O:5][CH2:6][CH3:7])=[O:4], predict the reactants needed to synthesize it. The reactants are: [Cl:1][CH:2]([C:8](=[O:12])[CH2:9][CH2:10][CH3:11])[C:3]([O:5][CH2:6][CH3:7])=[O:4].CO.[H][H]. (9) Given the product [F:27][C:16]1[CH:17]=[C:18]([CH:21]2[CH2:22][CH2:23][O:24][CH2:25][CH2:26]2)[CH:19]=[CH:20][C:15]=1[N:13]1[CH:14]=[C:9]([OH:8])[C:10](=[O:39])[C:11]([C:28]2[N:32]([C:33]3[CH:34]=[CH:35][CH:36]=[CH:37][CH:38]=3)[N:31]=[CH:30][CH:29]=2)=[N:12]1, predict the reactants needed to synthesize it. The reactants are: C([O:8][C:9]1[C:10](=[O:39])[C:11]([C:28]2[N:32]([C:33]3[CH:38]=[CH:37][CH:36]=[CH:35][CH:34]=3)[N:31]=[CH:30][CH:29]=2)=[N:12][N:13]([C:15]2[CH:20]=[CH:19][C:18]([CH:21]3[CH2:26][CH2:25][O:24][CH2:23][CH2:22]3)=[CH:17][C:16]=2[F:27])[CH:14]=1)C1C=CC=CC=1.Br. (10) Given the product [CH3:1][S:2][C:3]1[CH:4]=[CH:5][C:6]([C:7]([N:12]2[CH2:17][CH2:16][O:15][CH2:14][CH2:13]2)=[O:9])=[CH:10][CH:11]=1, predict the reactants needed to synthesize it. The reactants are: [CH3:1][S:2][C:3]1[CH:11]=[CH:10][C:6]([C:7]([OH:9])=O)=[CH:5][CH:4]=1.[NH:12]1[CH2:17][CH2:16][O:15][CH2:14][CH2:13]1.